The task is: Predict the reactants needed to synthesize the given product.. This data is from Full USPTO retrosynthesis dataset with 1.9M reactions from patents (1976-2016). (1) Given the product [ClH:31].[CH2:1]1[C:6]2[O:7][C:8]3[CH:13]=[C:12]([N:14]4[CH:19]=[CH:18][C:17]([C:20]5[CH:21]=[N:22][C:23]([C:26]([F:29])([F:27])[F:28])=[CH:24][CH:25]=5)=[CH:16][C:15]4=[O:30])[CH:11]=[CH:10][C:9]=3[C:5]=2[CH2:4][CH2:3][NH:2]1, predict the reactants needed to synthesize it. The reactants are: [CH2:1]1[C:6]2[O:7][C:8]3[CH:13]=[C:12]([N:14]4[CH:19]=[CH:18][C:17]([C:20]5[CH:21]=[N:22][C:23]([C:26]([F:29])([F:28])[F:27])=[CH:24][CH:25]=5)=[CH:16][C:15]4=[O:30])[CH:11]=[CH:10][C:9]=3[C:5]=2[CH2:4][CH2:3][NH:2]1.[ClH:31].CCOCC. (2) Given the product [Cl:1][C:2]1[C:7]([F:8])=[C:6]([Cl:9])[CH:5]=[CH:4][C:3]=1[C:10]([N:12]1[CH2:17][CH2:16][N:15]2[C:39]([C:37]3[CH:36]=[CH:35][CH:34]=[C:33]([O:32][CH3:31])[N:38]=3)=[N:41][N:42]=[C:14]2[CH2:13]1)=[O:11], predict the reactants needed to synthesize it. The reactants are: [Cl:1][C:2]1[C:7]([F:8])=[C:6]([Cl:9])[CH:5]=[CH:4][C:3]=1[C:10]([N:12]1[CH2:17][CH2:16][NH:15][C:14](=O)[CH2:13]1)=[O:11].F[B-](F)(F)F.C([O+](CC)CC)C.[CH3:31][O:32][C:33]1[N:38]=[C:37]([C:39]([NH:41][NH2:42])=O)[CH:36]=[CH:35][CH:34]=1. (3) Given the product [Cl:13][CH2:12][C:11]1[C:6]2[CH:7]=[C:2]([CH3:1])[CH:3]=[CH:4][C:5]=2[S:8][CH:10]=1, predict the reactants needed to synthesize it. The reactants are: [CH3:1][C:2]1[CH:7]=[CH:6][C:5]([S:8]([CH2:10][C:11]#[CH:12])=O)=[CH:4][CH:3]=1.[ClH:13].O1CCOCC1. (4) Given the product [CH:1]1([C:4]2[O:8][N:7]=[C:6]([CH:9]3[CH2:16][CH2:15][CH2:14][CH2:13][C:10]43[CH2:12][CH2:11]4)[C:5]=2[CH2:17][OH:18])[CH2:3][CH2:2]1, predict the reactants needed to synthesize it. The reactants are: [CH:1]1([C:4]2[O:8][N:7]=[C:6]([CH:9]3[CH2:16][CH2:15][CH2:14][CH2:13][C:10]43[CH2:12][CH2:11]4)[C:5]=2[C:17](O)=[O:18])[CH2:3][CH2:2]1.[H-].[H-].[H-].[H-].[Li+].[Al+3]. (5) Given the product [CH3:1][N:2]([CH:4]1[CH2:8][CH2:7][N:6]([CH2:9][CH2:10][C:11]2[C:20]3[C:15](=[CH:16][CH:17]=[C:18]([O:21][CH3:22])[N:19]=3)[N:14]=[CH:13][CH:12]=2)[CH2:5]1)[NH:3][C:34]([C:32]1[CH:31]=[CH:30][C:27]2[S:28][CH2:29][C:24](=[O:23])[NH:25][C:26]=2[N:33]=1)=[O:35], predict the reactants needed to synthesize it. The reactants are: [CH3:1][N:2]([CH:4]1[CH2:8][CH2:7][N:6]([CH2:9][CH2:10][C:11]2[CH:12]=[CH:13][N:14]=[C:15]3[C:20]=2[N:19]=[C:18]([O:21][CH3:22])[CH:17]=[CH:16]3)[CH2:5]1)[NH2:3].[O:23]=[C:24]1[CH2:29][S:28][C:27]2[CH:30]=[CH:31][C:32]([C:34](O)=[O:35])=[N:33][C:26]=2[NH:25]1.C(Cl)CCl.C1C=CC2N(O)N=NC=2C=1. (6) The reactants are: [O:1]1[C:5]2[CH:6]=[CH:7][CH:8]=[CH:9][C:4]=2[CH:3]=[C:2]1[CH2:10][CH2:11][CH2:12][N:13]1[CH2:22][CH2:21][C:16]2(OCC[O:17]2)[CH2:15][CH2:14]1.S(=O)(=O)(O)O. Given the product [O:1]1[C:5]2[CH:6]=[CH:7][CH:8]=[CH:9][C:4]=2[CH:3]=[C:2]1[CH2:10][CH2:11][CH2:12][N:13]1[CH2:14][CH2:15][C:16](=[O:17])[CH2:21][CH2:22]1, predict the reactants needed to synthesize it. (7) Given the product [F:1][C:2]1[C:35]([F:36])=[CH:34][CH:33]=[CH:32][C:3]=1[CH2:4][S:5][C:6]1[N:11]=[C:10]([NH:12][S:13]([N:16]2[CH2:22][CH2:21][CH2:20][NH:19][CH2:18][CH2:17]2)(=[O:14])=[O:15])[CH:9]=[C:8]([O:30][CH3:31])[N:7]=1, predict the reactants needed to synthesize it. The reactants are: [F:1][C:2]1[C:35]([F:36])=[CH:34][CH:33]=[CH:32][C:3]=1[CH2:4][S:5][C:6]1[N:11]=[C:10]([NH:12][S:13]([N:16]2[CH2:22][CH2:21][CH2:20][N:19](C(OC(C)(C)C)=O)[CH2:18][CH2:17]2)(=[O:15])=[O:14])[CH:9]=[C:8]([O:30][CH3:31])[N:7]=1.C(O)(C(F)(F)F)=O. (8) Given the product [NH2:26][C:5]1[CH:4]=[CH:3][N:2]([CH3:1])[C:15]2[C:6]=1[CH:7]=[CH:8][C:9]1[N:19]([C:20]3[CH:25]=[CH:24][CH:23]=[CH:22][N:21]=3)[CH2:18][CH:17]=[C:11]3[NH:12][C:13](=[O:16])[C:14]=2[C:10]=13, predict the reactants needed to synthesize it. The reactants are: [CH3:1][N:2]1[C:15]2[C:6]([CH:7]=[CH:8][C:9]3[N:19]([C:20]4[CH:25]=[CH:24][CH:23]=[CH:22][N:21]=4)[CH2:18][CH:17]=[C:11]4[NH:12][C:13](=[O:16])[C:14]=2[C:10]=34)=[C:5]([N+:26]([O-])=O)[CH:4]=[CH:3]1.[Cl-].[NH4+].O.